Dataset: Forward reaction prediction with 1.9M reactions from USPTO patents (1976-2016). Task: Predict the product of the given reaction. (1) Given the reactants C([NH:4][C:5]1[C:6](=[CH:10][C:11]([Br:14])=[CH:12][CH:13]=1)[C:7]([OH:9])=[O:8])(=O)C.Cl, predict the reaction product. The product is: [Br:14][C:11]1[CH:10]=[C:6]([C:7]([OH:9])=[O:8])[C:5]([NH2:4])=[CH:13][CH:12]=1. (2) The product is: [CH3:1][C:2]1[C@@H:19]([O:20][C:21]([C@H:23]([OH:39])[C@@H:24]([NH:31][C:32]([O:34][C:35]([CH3:36])([CH3:37])[CH3:38])=[O:33])[C:25]2[CH:30]=[CH:29][CH:28]=[CH:27][CH:26]=2)=[O:22])[CH2:18][C@:14]2([OH:40])[C:15]([CH3:16])([CH3:17])[C:3]=1[C@@H:4]([OH:58])[C:5]([C@@:7]1([CH3:57])[C@H:12]([C@@H:13]2[O:41][C:42]([C:44]2[CH:45]=[CH:46][CH:47]=[CH:48][CH:49]=2)=[O:43])[C@:11]2([O:52][C:53]([CH3:55])=[O:54])[CH2:50][O:51][C@@H:10]2[CH2:9][C@@H:8]1[OH:56])=[O:6]. Given the reactants [CH3:1][C:2]1[C@@H:19]([O:20][C:21]([C@H:23]([OH:39])[C@@H:24]([NH:31][C:32]([O:34][C:35]([CH3:38])([CH3:37])[CH3:36])=[O:33])[C:25]2[CH:30]=[CH:29][CH:28]=[CH:27][CH:26]=2)=[O:22])[CH2:18][C@@:14]2([OH:40])[C:15]([CH3:17])([CH3:16])[C:3]=1[C@@H:4]([OH:58])[C:5]([C@@:7]1([CH3:57])[C@H:12]([C@@H:13]2[O:41][C:42]([C:44]2[CH:49]=[CH:48][CH:47]=[CH:46][CH:45]=2)=[O:43])[C@:11]2([O:52][C:53]([CH3:55])=[O:54])[CH2:50][O:51][C@@H:10]2[CH2:9][C@@H:8]1[OH:56])=[O:6].O.O.O, predict the reaction product. (3) Given the reactants [O:1]=[C:2]1[C@@H:7]([NH:8][C:9](=[O:15])[O:10][C:11]([CH3:14])([CH3:13])[CH3:12])[CH2:6][CH2:5][CH2:4][NH:3]1.[OH-].[K+].Br[CH2:19][CH2:20][O:21][CH3:22], predict the reaction product. The product is: [CH3:22][O:21][CH2:20][CH2:19][N:3]1[CH2:4][CH2:5][CH2:6][C@H:7]([NH:8][C:9](=[O:15])[O:10][C:11]([CH3:12])([CH3:14])[CH3:13])[C:2]1=[O:1]. (4) Given the reactants O[CH2:2][C:3]([C:5]1[CH:10]=[CH:9][CH:8]=[CH:7][CH:6]=1)=[O:4].[CH3:11][C:12]1[CH:13]=[C:14]([CH:18]=O)O[C:16]=1[CH3:17].O(C)[Na], predict the reaction product. The product is: [C:12]1([CH:11]=[CH:2][C:3]([C:5]2[CH:10]=[CH:9][CH:8]=[CH:7][CH:6]=2)=[O:4])[CH:13]=[CH:14][CH:18]=[CH:17][CH:16]=1.